From a dataset of Forward reaction prediction with 1.9M reactions from USPTO patents (1976-2016). Predict the product of the given reaction. (1) The product is: [Cl:17][C:5]1[C:4]([N+:1]([O-:3])=[O:2])=[CH:13][C:12]2[CH2:11][CH2:10][CH2:9][CH2:8][C:7]=2[N:6]=1. Given the reactants [N+:1]([C:4]1[C:5](=O)[NH:6][C:7]2[CH2:8][CH2:9][CH2:10][CH2:11][C:12]=2[CH:13]=1)([O-:3])=[O:2].P(Cl)(Cl)([Cl:17])=O, predict the reaction product. (2) Given the reactants [C:1]([C:5]1[O:9][N:8]=[C:7]([NH:10][C:11]([NH:13][C:14]2[CH:19]=[CH:18][CH:17]=[C:16]([S:20][C:21]3[C:30]4[C:25](=[CH:26][C:27]([O:33][CH3:34])=[C:28]([O:31][CH3:32])[CH:29]=4)[N:24]=[CH:23][N:22]=3)[CH:15]=2)=[O:12])[CH:6]=1)([CH3:4])([CH3:3])[CH3:2].ClC1C=C(C=CC=1)C(OO)=[O:40], predict the reaction product. The product is: [C:1]([C:5]1[O:9][N:8]=[C:7]([NH:10][C:11]([NH:13][C:14]2[CH:19]=[CH:18][CH:17]=[C:16]([S:20]([C:21]3[C:30]4[C:25](=[CH:26][C:27]([O:33][CH3:34])=[C:28]([O:31][CH3:32])[CH:29]=4)[N:24]=[CH:23][N:22]=3)=[O:40])[CH:15]=2)=[O:12])[CH:6]=1)([CH3:4])([CH3:2])[CH3:3]. (3) Given the reactants [NH2:1][C:2]1[N:7]=[C:6]([N:8]2[CH:17]([CH3:18])[CH2:16][C:15]3[C:10](=[CH:11][C:12]([C:19]4[CH:20]=[C:21]([C:25](O)=[O:26])[N:22]([CH3:24])[CH:23]=4)=[CH:13][CH:14]=3)[CH2:9]2)[CH:5]=[C:4]([N:28]2[CH2:33][CH2:32][N:31]([CH3:34])[CH2:30][CH2:29]2)[N:3]=1.[CH3:35][N:36]([CH3:42])[CH:37]1[CH2:41][CH2:40][NH:39][CH2:38]1, predict the reaction product. The product is: [CH3:35][N:36]([CH3:42])[CH:37]1[CH2:41][CH2:40][N:39]([C:25]([C:21]2[N:22]([CH3:24])[CH:23]=[C:19]([C:12]3[CH:11]=[C:10]4[C:15]([CH2:16][CH:17]([CH3:18])[N:8]([C:6]5[CH:5]=[C:4]([N:28]6[CH2:29][CH2:30][N:31]([CH3:34])[CH2:32][CH2:33]6)[N:3]=[C:2]([NH2:1])[N:7]=5)[CH2:9]4)=[CH:14][CH:13]=3)[CH:20]=2)=[O:26])[CH2:38]1.